Dataset: Full USPTO retrosynthesis dataset with 1.9M reactions from patents (1976-2016). Task: Predict the reactants needed to synthesize the given product. (1) Given the product [NH2:1][C:2]1[C:11]2[C:6](=[CH:7][CH:8]=[CH:9][C:10]=2[O:12][CH2:13][C@@H:14]([NH:18][C:35]([C:32]2[CH:33]=[CH:34][C:26]3[O:25][CH2:30][CH2:29][O:28][C:27]=3[CH:31]=2)=[O:36])[CH:15]([CH3:17])[CH3:16])[N:5]=[C:4]([CH3:19])[C:3]=1[C:20]([O:22][CH2:23][CH3:24])=[O:21], predict the reactants needed to synthesize it. The reactants are: [NH2:1][C:2]1[C:11]2[C:6](=[CH:7][CH:8]=[CH:9][C:10]=2[O:12][CH2:13][C@@H:14]([NH2:18])[CH:15]([CH3:17])[CH3:16])[N:5]=[C:4]([CH3:19])[C:3]=1[C:20]([O:22][CH2:23][CH3:24])=[O:21].[O:25]1[CH2:30][CH2:29][O:28][C:27]2[CH:31]=[C:32]([C:35](O)=[O:36])[CH:33]=[CH:34][C:26]1=2. (2) Given the product [CH2:22]([O:26][C:27]1[CH:44]=[CH:43][CH:42]=[CH:41][C:28]=1[CH2:29][N:30]1[CH2:35][CH2:34][C:33]2([CH2:40][CH2:39][N:38]([C:13](=[O:15])[CH2:12][N:7]([CH2:8][C:9]([OH:11])=[O:10])[C:1]3[CH:2]=[CH:3][CH:4]=[CH:5][CH:6]=3)[CH2:37][CH2:36]2)[CH2:32][CH2:31]1)[CH:23]([CH3:25])[CH3:24], predict the reactants needed to synthesize it. The reactants are: [C:1]1([N:7]([CH2:12][C:13]([OH:15])=O)[CH2:8][C:9]([OH:11])=[O:10])[CH:6]=[CH:5][CH:4]=[CH:3][CH:2]=1.N=C=N.ClCCl.[CH2:22]([O:26][C:27]1[CH:44]=[CH:43][CH:42]=[CH:41][C:28]=1[CH2:29][N:30]1[CH2:35][CH2:34][C:33]2([CH2:40][CH2:39][NH:38][CH2:37][CH2:36]2)[CH2:32][CH2:31]1)[CH:23]([CH3:25])[CH3:24].